From a dataset of Full USPTO retrosynthesis dataset with 1.9M reactions from patents (1976-2016). Predict the reactants needed to synthesize the given product. (1) Given the product [F:13][C:11]1[CH:12]=[C:3]2[C:4](=[CH:9][CH:10]=1)[C:5](=[O:6])[NH:2][CH2:1]2, predict the reactants needed to synthesize it. The reactants are: [C:1]([C:3]1[CH:12]=[C:11]([F:13])[CH:10]=[CH:9][C:4]=1[C:5](OC)=[O:6])#[N:2]. (2) Given the product [CH3:1][C:2]1([CH3:29])[O:3][CH2:4][CH:5]([CH2:8][O:9][C:10]2[C:15]([CH3:16])=[CH:14][N:13]=[C:12]([CH2:17][S:18]([C:19]3[NH:20][C:21]4[CH:27]=[CH:26][CH:25]=[CH:24][C:22]=4[N:23]=3)=[O:38])[C:11]=2[CH3:28])[CH2:6][O:7]1, predict the reactants needed to synthesize it. The reactants are: [CH3:1][C:2]1([CH3:29])[O:7][CH2:6][CH:5]([CH2:8][O:9][C:10]2[C:15]([CH3:16])=[CH:14][N:13]=[C:12]([CH2:17][S:18][C:19]3[NH:23][C:22]4[CH:24]=[CH:25][CH:26]=[CH:27][C:21]=4[N:20]=3)[C:11]=2[CH3:28])[CH2:4][O:3]1.ClC1C=CC=C(C(OO)=[O:38])C=1.C(=O)([O-])O.[Na+]. (3) Given the product [Br:1][C:2]1[C:11]2[C:6](=[CH:7][CH:8]=[CH:9][CH:10]=2)[C:5]([O:12][CH3:23])=[C:4]([C:13]([O:21][CH3:22])=[O:15])[CH:3]=1, predict the reactants needed to synthesize it. The reactants are: [Br:1][C:2]1[C:11]2[C:6](=[CH:7][CH:8]=[CH:9][CH:10]=2)[C:5]([OH:12])=[C:4]([C:13]([OH:15])=O)[CH:3]=1.S([O:21][CH3:22])(OC)(=O)=O.[C:23]([O-])([O-])=O.[K+].[K+].